This data is from Forward reaction prediction with 1.9M reactions from USPTO patents (1976-2016). The task is: Predict the product of the given reaction. (1) Given the reactants Br[C:2]1[N:6]2[CH:7]=[C:8]([CH:21]3[CH2:23][CH2:22]3)[C:9]([CH2:11][O:12][C:13]3[CH:18]=[CH:17][C:16]([Cl:19])=[C:15]([Cl:20])[CH:14]=3)=[CH:10][C:5]2=[N:4][N:3]=1.C1(S(N)(=O)=O)CC1.[N:31]1([S:35]([NH2:38])(=[O:37])=[O:36])[CH2:34][CH2:33][CH2:32]1, predict the reaction product. The product is: [CH:21]1([C:8]2[C:9]([CH2:11][O:12][C:13]3[CH:18]=[CH:17][C:16]([Cl:19])=[C:15]([Cl:20])[CH:14]=3)=[CH:10][C:5]3[N:6]([C:2]([NH:38][S:35]([N:31]4[CH2:34][CH2:33][CH2:32]4)(=[O:37])=[O:36])=[N:3][N:4]=3)[CH:7]=2)[CH2:23][CH2:22]1. (2) Given the reactants [Cl:1][C:2]1[CH:7]=[CH:6][C:5]([C:8]2[C:17]3[C:12](=[CH:13][CH:14]=[C:15]([C:18]([OH:20])=O)[CH:16]=3)[CH:11]=[N:10][CH:9]=2)=[CH:4][CH:3]=1.C(N(CC)C(C)C)(C)C.F[P-](F)(F)(F)(F)F.N1(OC(N(C)C)=[N+](C)C)C2N=CC=CC=2N=N1.[NH:54]1[CH2:59][CH2:58][S:57](=[O:61])(=[O:60])[CH2:56][CH2:55]1, predict the reaction product. The product is: [Cl:1][C:2]1[CH:7]=[CH:6][C:5]([C:8]2[C:17]3[C:12](=[CH:13][CH:14]=[C:15]([C:18]([N:54]4[CH2:59][CH2:58][S:57](=[O:61])(=[O:60])[CH2:56][CH2:55]4)=[O:20])[CH:16]=3)[CH:11]=[N:10][CH:9]=2)=[CH:4][CH:3]=1. (3) Given the reactants [OH:1][CH2:2][CH2:3][N:4]([CH2:17][C:18]([F:21])([F:20])[F:19])[C:5]1[CH:12]=[CH:11][C:8]([C:9]#[N:10])=[C:7]([C:13]([F:16])([F:15])[F:14])[CH:6]=1.O[C:23]1[N:24]=[N:25][CH:26]=[CH:27][CH:28]=1, predict the reaction product. The product is: [N:24]1[CH:23]=[CH:28][CH:27]=[C:26]([O:1][CH2:2][CH2:3][N:4]([CH2:17][C:18]([F:19])([F:20])[F:21])[C:5]2[CH:12]=[CH:11][C:8]([C:9]#[N:10])=[C:7]([C:13]([F:15])([F:16])[F:14])[CH:6]=2)[N:25]=1. (4) Given the reactants [CH2:1]=[C:2]1[C:14](=[O:15])[C:13]2[C:12]3[C:7](=[CH:8][CH:9]=[CH:10][CH:11]=3)[N:6]([CH2:16][C:17]3[CH:26]=[CH:25][C:20]([C:21]([O:23][CH3:24])=[O:22])=[CH:19][CH:18]=3)[C:5]=2[CH2:4][CH2:3]1.[CH3:27][O:28][CH2:29][CH2:30][N:31]1[CH2:36][CH2:35][NH:34][CH2:33][CH2:32]1, predict the reaction product. The product is: [CH3:27][O:28][CH2:29][CH2:30][N:31]1[CH2:36][CH2:35][N:34]([CH2:1][CH:2]2[C:14](=[O:15])[C:13]3[C:12]4[C:7](=[CH:8][CH:9]=[CH:10][CH:11]=4)[N:6]([CH2:16][C:17]4[CH:18]=[CH:19][C:20]([C:21]([O:23][CH3:24])=[O:22])=[CH:25][CH:26]=4)[C:5]=3[CH2:4][CH2:3]2)[CH2:33][CH2:32]1. (5) Given the reactants [Cl:1][C:2]1[CH:3]=[C:4]([CH:8]=[CH:9][C:10]=1[CH:11]([CH3:29])[C:12]([OH:28])([C:17]1[CH:18]=[CH:19][C:20]2[O:24][C:23](=[O:25])[N:22]([CH3:26])[C:21]=2[CH:27]=1)[C:13]([F:16])([F:15])[F:14])[C:5](O)=[O:6].[NH2:30][C@H:31]([C:36]([O-:38])=[O:37])C(C)(C)C.O, predict the reaction product. The product is: [C:4]([O:38][C:36](=[O:37])[CH2:31][NH:30][C:5](=[O:6])[C:4]1[CH:8]=[CH:9][C:10]([CH:11]([CH3:29])[C:12]([OH:28])([C:17]2[CH:18]=[CH:19][C:20]3[O:24][C:23](=[O:25])[N:22]([CH3:26])[C:21]=3[CH:27]=2)[C:13]([F:15])([F:14])[F:16])=[C:2]([Cl:1])[CH:3]=1)([CH3:8])([CH3:5])[CH3:3].